From a dataset of Forward reaction prediction with 1.9M reactions from USPTO patents (1976-2016). Predict the product of the given reaction. (1) Given the reactants Cl[C:2]1[C:11]2=[N:12][N:13](CC3C=CC(OC)=CC=3)[CH:14]=[C:10]2[C:9]2[CH:8]=[C:7]([O:24][CH3:25])[CH:6]=[CH:5][C:4]=2[N:3]=1.[NH:26]1[C:30]([C:31]2[CH:37]=[CH:36][C:34]([NH2:35])=[CH:33][CH:32]=2)=[N:29][N:28]=[N:27]1.Cl, predict the reaction product. The product is: [CH3:25][O:24][C:7]1[CH:6]=[CH:5][C:4]2[N:3]=[C:2]([NH:35][C:34]3[CH:36]=[CH:37][C:31]([C:30]4[NH:29][N:28]=[N:27][N:26]=4)=[CH:32][CH:33]=3)[C:11]3[NH:12][N:13]=[CH:14][C:10]=3[C:9]=2[CH:8]=1. (2) The product is: [F:15][C:16]1[C:17](=[S:2])[NH:18][C:19](=[O:22])[NH:20][CH:21]=1. Given the reactants P12(SP3(SP(SP(S3)(S1)=S)(=S)S2)=S)=[S:2].[F:15][C:16]1[C:17](=O)[NH:18][C:19](=[O:22])[NH:20][CH:21]=1.C(=O)([O-])O.[Na+].C(=O)=O, predict the reaction product. (3) Given the reactants CC([Si](C)(C)[O:6][C:7]1[C:8]([F:17])=[C:9]([CH2:14][C:15]#[N:16])[CH:10]=[C:11]([F:13])[CH:12]=1)(C)C.[F-].[K+].[CH3:22][O:23][CH2:24]Cl, predict the reaction product. The product is: [F:17][C:8]1[C:7]([O:6][CH2:22][O:23][CH3:24])=[CH:12][C:11]([F:13])=[CH:10][C:9]=1[CH2:14][C:15]#[N:16]. (4) Given the reactants [CH:1]1[C:6]2[CH2:7][CH2:8][CH2:9][CH2:10][CH:11](O)[C:5]=2[CH:4]=[CH:3][CH:2]=1.C1(C)C=CC(S(O)(=O)=O)=CC=1, predict the reaction product. The product is: [CH:4]1[C:5]2[CH:11]=[CH:10][CH2:9][CH2:8][CH2:7][C:6]=2[CH:1]=[CH:2][CH:3]=1.